Predict the reaction yield, written as a fraction of the theoretical maximum amount of product (1.0 means a 100% yield; for example, 0.34 means a 34% yield). From a dataset of Reaction yield outcomes from USPTO patents with 853,638 reactions. (1) The reactants are [OH:1][C:2]1[CH:7]=[C:6]([O:8][CH3:9])[CH:5]=[CH:4][C:3]=1[CH:10]1[C:18]2[C:13](=[CH:14][CH:15]=[C:16]([O:19][CH2:20][CH2:21][CH3:22])[CH:17]=2)[CH:12]([C:23]2[CH:28]=[CH:27][C:26]3[O:29][CH2:30][O:31][C:25]=3[CH:24]=2)[CH:11]1[C:32]([O:34][CH3:35])=[O:33].[H-].[Na+].Br[CH2:39][CH2:40][CH2:41][OH:42]. The catalyst is CN(C=O)C. The product is [OH:42][CH2:41][CH2:40][CH2:39][O:1][C:2]1[CH:7]=[C:6]([O:8][CH3:9])[CH:5]=[CH:4][C:3]=1[CH:10]1[C:18]2[C:13](=[CH:14][CH:15]=[C:16]([O:19][CH2:20][CH2:21][CH3:22])[CH:17]=2)[CH:12]([C:23]2[CH:28]=[CH:27][C:26]3[O:29][CH2:30][O:31][C:25]=3[CH:24]=2)[CH:11]1[C:32]([O:34][CH3:35])=[O:33]. The yield is 0.650. (2) The reactants are [CH3:1][C:2]1[C:10]([O:11][C:12]2[CH:19]=[CH:18][C:15]([C:16]#[N:17])=[CH:14][CH:13]=2)=[CH:9][CH:8]=[C:7]2[C:3]=1[CH:4]=[N:5][N:6]2C1CCCCO1.[ClH:26].O1CCOCC1.C(OCC)C. The catalyst is O1CCOCC1. The product is [ClH:26].[CH3:1][C:2]1[C:10]([O:11][C:12]2[CH:19]=[CH:18][C:15]([C:16]#[N:17])=[CH:14][CH:13]=2)=[CH:9][CH:8]=[C:7]2[C:3]=1[CH:4]=[N:5][NH:6]2. The yield is 0.830.